Task: Predict the reaction yield, written as a fraction of the theoretical maximum amount of product (1.0 means a 100% yield; for example, 0.34 means a 34% yield).. Dataset: Reaction yield outcomes from USPTO patents with 853,638 reactions (1) The reactants are [OH:1][C@H:2]1[C@@H:9]2[C@@H:5]([CH2:6][N:7]([C:10]([O:12][C:13]([CH3:16])([CH3:15])[CH3:14])=[O:11])[CH2:8]2)[CH2:4][CH2:3]1.[Cl:17][C:18]1[C:27]2[C:22](=[CH:23][CH:24]=[CH:25][CH:26]=2)[C:21](O)=[CH:20][CH:19]=1.N(C(OC(C)C)=O)=NC(OC(C)C)=O.C1(P(C2C=CC=CC=2)C2C=CC=CC=2)C=CC=CC=1. The catalyst is C(OCC)(=O)C.C1CCCCC1. The product is [Cl:17][C:18]1[C:27]2[C:22](=[CH:23][CH:24]=[CH:25][CH:26]=2)[C:21]([O:1][C@@H:2]2[C@@H:9]3[C@@H:5]([CH2:6][N:7]([C:10]([O:12][C:13]([CH3:16])([CH3:15])[CH3:14])=[O:11])[CH2:8]3)[CH2:4][CH2:3]2)=[CH:20][CH:19]=1. The yield is 0.300. (2) The reactants are Cl[CH2:2][C:3]([NH:5][CH2:6][C@@H:7]([NH:9][C:10](=[O:16])[O:11][C:12]([CH3:15])([CH3:14])[CH3:13])[CH3:8])=[O:4].C(=O)([O-])[O-].[K+].[K+].CC(OC(OC(OC(C)(C)C)=O)=O)(C)C.O. The catalyst is FC(F)(F)C(O)=O. The product is [CH3:8][C@H:7]1[CH2:6][NH:5][C:3](=[O:4])[CH2:2][N:9]1[C:10]([O:11][C:12]([CH3:15])([CH3:14])[CH3:13])=[O:16]. The yield is 0.780. (3) The reactants are C(N(CC)CC)C.[CH3:8][C:9]([CH3:19])([CH2:13][CH2:14][CH2:15][CH2:16][CH2:17][CH3:18])[C:10](Cl)=[O:11].[CH2:20]([O:27][C:28]1[CH:33]=[CH:32][C:31]([OH:34])=[CH:30][CH:29]=1)[C:21]1[CH:26]=[CH:25][CH:24]=[CH:23][CH:22]=1.S(O)(O)(=O)=O.NCCNC(N1CCOCC1)=O. The catalyst is ClCCl.CN(C)C=O. The product is [CH3:8][C:9]([CH3:19])([CH2:13][CH2:14][CH2:15][CH2:16][CH2:17][CH3:18])[C:10]([O:34][C:31]1[CH:30]=[CH:29][C:28]([O:27][CH2:20][C:21]2[CH:22]=[CH:23][CH:24]=[CH:25][CH:26]=2)=[CH:33][CH:32]=1)=[O:11]. The yield is 0.490. (4) The reactants are [CH2:1]([O:3][C:4]([C@@H:6]1[C@H:8]([C:9]2[CH:14]=[CH:13][CH:12]=[CH:11][CH:10]=2)[C@H:7]1[C:15]1[CH:20]=[CH:19][CH:18]=[CH:17][C:16]=1[N+:21]([O-])=O)=[O:5])[CH3:2]. The catalyst is CO.[Pd]. The product is [CH2:1]([O:3][C:4]([C@@H:6]1[C@H:8]([C:9]2[CH:10]=[CH:11][CH:12]=[CH:13][CH:14]=2)[C@H:7]1[C:15]1[CH:20]=[CH:19][CH:18]=[CH:17][C:16]=1[NH2:21])=[O:5])[CH3:2]. The yield is 0.820. (5) The reactants are [CH3:1][C:2]([CH3:18])([CH3:17])[C:3]([O:5][C:6]1[CH:11]=[C:10]([N+:12]([O-])=O)[CH:9]=[CH:8][C:7]=1[O:15][CH3:16])=[O:4].[H][H]. The catalyst is C(OCC)(=O)C.[Pd]. The product is [CH3:1][C:2]([CH3:18])([CH3:17])[C:3]([O:5][C:6]1[CH:11]=[C:10]([NH2:12])[CH:9]=[CH:8][C:7]=1[O:15][CH3:16])=[O:4]. The yield is 0.980. (6) The reactants are CC1C=CC(S([O-])(=O)=O)=CC=1.[CH3:12][N+:13]1[CH:18]=[CH:17][C:16]([NH:19][C:20]2[CH:25]=[CH:24][CH:23]=[C:22]([C:26]([NH:28][C:29]3[CH:34]=[CH:33][C:32]([N+:35]([O-])=O)=[CH:31][CH:30]=3)=[O:27])[CH:21]=2)=[CH:15][CH:14]=1.O.[ClH:39].CCCCO. The catalyst is CCO.[Fe]. The product is [Cl-:39].[NH2:35][C:32]1[CH:33]=[CH:34][C:29]([NH:28][C:26]([C:22]2[CH:21]=[C:20]([CH:25]=[CH:24][CH:23]=2)[NH:19][C:16]2[CH:15]=[CH:14][N+:13]([CH3:12])=[CH:18][CH:17]=2)=[O:27])=[CH:30][CH:31]=1. The yield is 0.800. (7) The reactants are [S:1]1[CH:5]=[CH:4][C:3]2=[CH:6][C:7]3[S:8][CH:9]=[CH:10][C:11]=3[CH:12]=[C:2]12.[CH2:13]([Li])[CH2:14][CH2:15][CH3:16].[CH2:18]([Sn:22](Cl)([CH2:27][CH2:28][CH2:29][CH3:30])[CH2:23][CH2:24][CH2:25][CH3:26])[CH2:19][CH2:20][CH3:21].CC[CH2:34][CH2:35][CH2:36][CH3:37]. The catalyst is C1COCC1. The product is [CH2:13]([Sn:22]([CH2:34][CH2:35][CH2:36][CH3:37])([CH2:18][CH2:19][CH2:20][CH3:21])[C:5]1[S:1][C:2]2=[CH:12][C:11]3[CH:10]=[C:9]([Sn:22]([CH2:27][CH2:28][CH2:29][CH3:30])([CH2:23][CH2:24][CH2:25][CH3:26])[CH2:18][CH2:19][CH2:20][CH3:21])[S:8][C:7]=3[CH:6]=[C:3]2[CH:4]=1)[CH2:14][CH2:15][CH3:16]. The yield is 0.420. (8) The reactants are [Cl:1][C:2]1[NH:3][C:4]([C:11]2[CH:16]=[CH:15][CH:14]=[CH:13][CH:12]=2)=[CH:5][C:6]=1[C:7]([O:9][CH3:10])=[O:8].C(CC(OC)=O)#N.C(Br)C(C1C=CC=CC=1)=O.[O-]S(C(F)(F)[F:39])(=O)=O.ClC1C=CC=C(Cl)[N+]=1F. The catalyst is C(#N)C. The product is [Cl:1][C:2]1[NH:3][C:4]([C:11]2[CH:16]=[CH:15][CH:14]=[CH:13][CH:12]=2)=[C:5]([F:39])[C:6]=1[C:7]([O:9][CH3:10])=[O:8]. The yield is 0.160.